Task: Predict the reactants needed to synthesize the given product.. Dataset: Full USPTO retrosynthesis dataset with 1.9M reactions from patents (1976-2016) (1) Given the product [CH3:6][O:5][C:3]([CH:2]1[CH2:7][NH:9][C:10]2[CH:15]=[CH:14][CH:13]=[CH:12][C:11]=2[O:16]1)=[O:4], predict the reactants needed to synthesize it. The reactants are: Br[CH:2]([CH2:7]Br)[C:3]([O:5][CH3:6])=[O:4].[NH2:9][C:10]1[CH:15]=[CH:14][CH:13]=[CH:12][C:11]=1[OH:16].C([O-])([O-])=O.[K+].[K+]. (2) Given the product [C:23]([C:2]1[N:3]=[C:4]([NH2:22])[C:5]2[N:6]=[C:7]([NH:20][CH3:21])[N:8]([C:18]=2[N:19]=1)[C@@H:9]1[O:17][C@H:14]([CH2:15][OH:16])[C@@H:12]([OH:13])[C@H:10]1[OH:11])#[C:24][CH2:25][CH2:26][CH2:27][CH3:28], predict the reactants needed to synthesize it. The reactants are: I[C:2]1[N:3]=[C:4]([NH2:22])[C:5]2[N:6]=[C:7]([NH:20][CH3:21])[N:8]([C:18]=2[N:19]=1)[C@@H:9]1[O:17][C@H:14]([CH2:15][OH:16])[C@@H:12]([OH:13])[C@H:10]1[OH:11].[CH:23]#[C:24][CH2:25][CH2:26][CH2:27][CH3:28]. (3) Given the product [CH2:39]([N:15]1[C:24]2[C:19](=[CH:20][CH:21]=[CH:22][C:23]=2[O:25][CH2:26][C:27]2[CH:28]=[CH:29][C:30]([CH2:33][CH2:34][C:35]([O:37][CH3:38])=[O:36])=[CH:31][CH:32]=2)[CH2:18][CH2:17][CH2:16]1)[C:40]1[CH:45]=[CH:44][CH:43]=[CH:42][CH:41]=1, predict the reactants needed to synthesize it. The reactants are: C(O[BH-](OC(=O)C)OC(=O)C)(=O)C.[Na+].[NH:15]1[C:24]2[C:19](=[CH:20][CH:21]=[CH:22][C:23]=2[O:25][CH2:26][C:27]2[CH:32]=[CH:31][C:30]([CH2:33][CH2:34][C:35]([O:37][CH3:38])=[O:36])=[CH:29][CH:28]=2)[CH2:18][CH2:17][CH2:16]1.[CH:39](=O)[C:40]1[CH:45]=[CH:44][CH:43]=[CH:42][CH:41]=1.ClC(Cl)C.C(=O)(O)[O-].[Na+]. (4) Given the product [S:7]1[CH:11]=[CH:10][C:9]2[CH:12]=[C:13]([C:16]([O:18][CH3:1])=[O:17])[CH:14]=[CH:15][C:8]1=2, predict the reactants needed to synthesize it. The reactants are: [C:1](Cl)(=O)C(Cl)=O.[S:7]1[CH:11]=[CH:10][C:9]2[CH:12]=[C:13]([C:16]([OH:18])=[O:17])[CH:14]=[CH:15][C:8]1=2. (5) Given the product [Cl:1][C:2]1[CH:21]=[CH:20][C:5]([CH2:6][N:7]2[CH:12]=[N:11][C:10]([N:13]3[CH2:18][CH2:17][N:16]([CH2:25][CH2:24][C:23]([CH3:28])([CH3:27])[CH3:22])[CH2:15][CH2:14]3)=[N:9][C:8]2=[O:19])=[CH:4][CH:3]=1, predict the reactants needed to synthesize it. The reactants are: [Cl:1][C:2]1[CH:21]=[CH:20][C:5]([CH2:6][N:7]2[CH:12]=[N:11][C:10]([N:13]3[CH2:18][CH2:17][NH:16][CH2:15][CH2:14]3)=[N:9][C:8]2=[O:19])=[CH:4][CH:3]=1.[CH3:22][C:23]([CH3:28])([CH3:27])[CH2:24][CH:25]=O.C(O[BH-](OC(=O)C)OC(=O)C)(=O)C.[Na+].O.C(=O)(O)[O-].[Na+]. (6) The reactants are: [Cl:1][C:2]1[CH:3]=[C:4]([C:12](OC)=[O:13])[C:5]2[O:9][C:8](=[O:10])[NH:7][C:6]=2[CH:11]=1.[H-].[H-].[H-].[H-].[Li+].[Al+3]. Given the product [Cl:1][C:2]1[CH:3]=[C:4]([CH2:12][OH:13])[C:5]2[O:9][C:8](=[O:10])[NH:7][C:6]=2[CH:11]=1, predict the reactants needed to synthesize it. (7) Given the product [F:1][C:2]1[CH:3]=[C:4]([CH:7]=[C:8]([F:19])[C:9]=1[O:10][C:11]1[CH:16]=[CH:15][C:14]([CH:17]=[O:18])=[CH:13][CH:12]=1)[C:5]([NH2:6])=[O:23], predict the reactants needed to synthesize it. The reactants are: [F:1][C:2]1[CH:3]=[C:4]([CH:7]=[C:8]([F:19])[C:9]=1[O:10][C:11]1[CH:16]=[CH:15][C:14]([CH:17]=[O:18])=[CH:13][CH:12]=1)[C:5]#[N:6].OO.C(=O)([O-])[O-:23].[K+].[K+].